This data is from Reaction yield outcomes from USPTO patents with 853,638 reactions. The task is: Predict the reaction yield, written as a fraction of the theoretical maximum amount of product (1.0 means a 100% yield; for example, 0.34 means a 34% yield). (1) The reactants are C([N:8]1[CH2:13][CH2:12][N:11]([C:14]([O:16][C:17]([CH3:20])([CH3:19])[CH3:18])=[O:15])[C@H:10]([CH:21]([CH3:23])[CH3:22])[C:9]1=[O:24])C1C=CC=CC=1. The catalyst is C1COCC1. The product is [CH:21]([CH:10]1[C:9](=[O:24])[NH:8][CH2:13][CH2:12][N:11]1[C:14]([O:16][C:17]([CH3:19])([CH3:18])[CH3:20])=[O:15])([CH3:23])[CH3:22]. The yield is 0.590. (2) The reactants are C([O:4][C:5]([C:7]1[N:8]([NH:12][CH2:13][CH2:14][CH:15]([CH3:17])[CH3:16])[CH:9]=[CH:10][CH:11]=1)=[O:6])C=C.Cl.C(ON)C1C=CC=CC=1. The catalyst is ClCCl.C1C=CC([P]([Pd]([P](C2C=CC=CC=2)(C2C=CC=CC=2)C2C=CC=CC=2)([P](C2C=CC=CC=2)(C2C=CC=CC=2)C2C=CC=CC=2)[P](C2C=CC=CC=2)(C2C=CC=CC=2)C2C=CC=CC=2)(C2C=CC=CC=2)C2C=CC=CC=2)=CC=1. The product is [CH3:16][CH:15]([CH3:17])[CH2:14][CH2:13][NH:12][N:8]1[CH:9]=[CH:10][CH:11]=[C:7]1[C:5]([OH:6])=[O:4]. The yield is 0.820. (3) The reactants are [CH:1]([C:3]1[CH:8]=[CH:7][C:6]([NH:9][N:10]2[C:18](=[O:19])[C:17]3[C:12](=[CH:13][CH:14]=[CH:15][CH:16]=3)[C:11]2=[O:20])=[CH:5][CH:4]=1)=[CH2:2].N1C=CC=CC=1C1C=CC=CN=1.Br[CH:34]([C:39]1[CH:40]=[C:41]([Cl:47])[C:42]([Cl:46])=[C:43]([Cl:45])[CH:44]=1)[C:35]([F:38])([F:37])[F:36]. The catalyst is ClC1C=CC=CC=1Cl.Cl[Cu]. The product is [F:38][C:35]([F:36])([F:37])[CH:34]([C:39]1[CH:40]=[C:41]([Cl:47])[C:42]([Cl:46])=[C:43]([Cl:45])[CH:44]=1)/[CH:2]=[CH:1]/[C:3]1[CH:4]=[CH:5][C:6]([NH:9][N:10]2[C:18](=[O:19])[C:17]3[C:12](=[CH:13][CH:14]=[CH:15][CH:16]=3)[C:11]2=[O:20])=[CH:7][CH:8]=1. The yield is 0.750. (4) The reactants are Cl[CH2:2][CH2:3][CH2:4][C:5]1[CH:14]=[CH:13][C:8]2[NH:9][C:10](=[O:12])[S:11][C:7]=2[CH:6]=1.[F-:15].[K+].CCCC[N+](CCCC)(CCCC)CCCC.[F-]. The product is [F:15][CH2:2][CH2:3][CH2:4][C:5]1[CH:14]=[CH:13][C:8]2[NH:9][C:10](=[O:12])[S:11][C:7]=2[CH:6]=1. The catalyst is C1COCC1. The yield is 0.350. (5) The reactants are Cl[C:2]([O:4][CH2:5][Cl:6])=[O:3].[CH2:7]([OH:13])[CH2:8][CH2:9][CH2:10][CH2:11][CH3:12].N1C=CC=CC=1.Cl. The catalyst is ClCCl. The product is [C:2](=[O:3])([O:4][CH2:5][Cl:6])[O:13][CH2:7][CH2:8][CH2:9][CH2:10][CH2:11][CH3:12]. The yield is 0.970. (6) The reactants are I[C:2]1[C:10]2[C:5](=[CH:6][CH:7]=[CH:8][C:9]=2[N+:11]([O-])=O)[N:4]([CH2:14][C:15]2[CH:20]=[CH:19][C:18]([C:21]([F:24])([F:23])[F:22])=[CH:17][N:16]=2)[N:3]=1.[NH4+].[Cl-]. The catalyst is CO.[Zn]. The product is [F:24][C:21]([F:22])([F:23])[C:18]1[CH:19]=[CH:20][C:15]([CH2:14][N:4]2[C:5]3[CH:6]=[CH:7][CH:8]=[C:9]([NH2:11])[C:10]=3[CH:2]=[N:3]2)=[N:16][CH:17]=1. The yield is 0.760. (7) The reactants are [NH2:1][CH2:2][CH2:3][N:4]1[C:8]2=[N:9][CH:10]=[N:11][C:12]([NH2:13])=[C:7]2[C:6]([C:14]2[CH:19]=[CH:18][C:17]([O:20][C:21]3[CH:26]=[CH:25][CH:24]=[CH:23][CH:22]=3)=[CH:16][CH:15]=2)=[N:5]1.[C:27]([CH2:29][C:30](O)=[O:31])#[N:28].CN(C(ON1N=NC2C=CC=NC1=2)=[N+](C)C)C.F[P-](F)(F)(F)(F)F.O. The catalyst is CN(C=O)C. The product is [NH2:13][C:12]1[N:11]=[CH:10][N:9]=[C:8]2[N:4]([CH2:3][CH2:2][NH:1][C:30](=[O:31])[CH2:29][C:27]#[N:28])[N:5]=[C:6]([C:14]3[CH:19]=[CH:18][C:17]([O:20][C:21]4[CH:26]=[CH:25][CH:24]=[CH:23][CH:22]=4)=[CH:16][CH:15]=3)[C:7]=12. The yield is 0.220.